From a dataset of Full USPTO retrosynthesis dataset with 1.9M reactions from patents (1976-2016). Predict the reactants needed to synthesize the given product. (1) The reactants are: [CH:1]([NH:4][C:5]1[S:6][CH:7]=[C:8]([C:10]2[CH:19]=[C:18]([O:20][CH2:21][CH2:22][C@@H:23]3[NH:37][C:36](=[O:38])[N:35]([CH3:39])[CH2:34][CH2:33][CH2:32][CH2:31][CH:30]=[CH:29][C@H:28]4[C@@:26]([C:40]([O:42]CC)=[O:41])([CH2:27]4)[NH:25][C:24]3=[O:45])[C:17]3[C:12](=[CH:13][C:14]([O:46][CH3:47])=[CH:15][CH:16]=3)[N:11]=2)[N:9]=1)([CH3:3])[CH3:2].C(C1N=C(C2C=C(OCC[C@@H]3NC(=O)N(C)CCCCC=C[C@H]4[C@@](C(O)=O)(C4)NC3=O)C3C(=C(C)C(OC)=CC=3)N=2)SC=1)(C)C. Given the product [CH:1]([NH:4][C:5]1[S:6][CH:7]=[C:8]([C:10]2[CH:19]=[C:18]([O:20][CH2:21][CH2:22][C@@H:23]3[NH:37][C:36](=[O:38])[N:35]([CH3:39])[CH2:34][CH2:33][CH2:32][CH2:31][CH:30]=[CH:29][C@H:28]4[C@@:26]([C:40]([OH:42])=[O:41])([CH2:27]4)[NH:25][C:24]3=[O:45])[C:17]3[C:12](=[CH:13][C:14]([O:46][CH3:47])=[CH:15][CH:16]=3)[N:11]=2)[N:9]=1)([CH3:2])[CH3:3], predict the reactants needed to synthesize it. (2) Given the product [Cl:12][C:4]1[CH:5]=[C:6]([C:8]([O:10][CH3:11])=[O:9])[CH:7]=[C:2]([N:1]=[C:22]=[S:23])[C:3]=1[C:13]([O:15][CH3:16])=[O:14], predict the reactants needed to synthesize it. The reactants are: [NH2:1][C:2]1[CH:7]=[C:6]([C:8]([O:10][CH3:11])=[O:9])[CH:5]=[C:4]([Cl:12])[C:3]=1[C:13]([O:15][CH3:16])=[O:14].C(=O)(O)[O-].[Na+].[C:22](Cl)(Cl)=[S:23]. (3) Given the product [CH2:14]([Br:7])[CH2:15][CH:16]([CH2:18][CH2:19][CH2:20][CH:21]([CH2:23][CH2:24][CH2:25][CH:26]([CH2:28][CH2:29][CH2:30][CH:31]([CH3:33])[CH3:32])[CH3:27])[CH3:22])[CH3:17], predict the reactants needed to synthesize it. The reactants are: CCOCC.[Mg+2].[Br-:7].[Br-].S(O[CH2:14][CH2:15][CH:16]([CH2:18][CH2:19][CH2:20][CH:21]([CH2:23][CH2:24][CH2:25][CH:26]([CH2:28][CH2:29][CH2:30][CH:31]([CH3:33])[CH3:32])[CH3:27])[CH3:22])[CH3:17])(=O)(=O)C. (4) Given the product [CH2:25]([O:32][C:33]([NH:35][C@H:36]([C:37]([NH:58][C@@H:59]([CH2:64][CH2:65][CH2:66][CH3:67])[C:60]([O:62][CH3:63])=[O:61])=[O:39])[CH2:40][C:41]1[C:49]2[C:44](=[CH:45][CH:46]=[CH:47][CH:48]=2)[N:43]([C:50]([O:52][C:53]([CH3:55])([CH3:56])[CH3:54])=[O:51])[CH:42]=1)=[O:34])[C:26]1[CH:27]=[CH:28][CH:29]=[CH:30][CH:31]=1, predict the reactants needed to synthesize it. The reactants are: CN(C(ON1N=NC2C=CC=NC1=2)=[N+](C)C)C.F[P-](F)(F)(F)(F)F.[CH2:25]([O:32][C:33]([NH:35][C@@H:36]([CH2:40][C:41]1[C:49]2[C:44](=[CH:45][CH:46]=[CH:47][CH:48]=2)[N:43]([C:50]([O:52][C:53]([CH3:56])([CH3:55])[CH3:54])=[O:51])[CH:42]=1)[C:37]([OH:39])=O)=[O:34])[C:26]1[CH:31]=[CH:30][CH:29]=[CH:28][CH:27]=1.Cl.[NH2:58][C@@H:59]([CH2:64][CH2:65][CH2:66][CH3:67])[C:60]([O:62][CH3:63])=[O:61].CCN(C(C)C)C(C)C. (5) Given the product [Cl:1][C:2]1[CH:10]=[CH:9][C:5]([C:6]([O:11][NH:12][C:13](=[O:22])[O:14][CH2:15][C:16]2[CH:17]=[CH:18][CH:19]=[CH:20][CH:21]=2)=[O:7])=[CH:4][CH:3]=1, predict the reactants needed to synthesize it. The reactants are: [Cl:1][C:2]1[CH:10]=[CH:9][C:5]([C:6](Cl)=[O:7])=[CH:4][CH:3]=1.[OH:11][NH:12][C:13](=[O:22])[O:14][CH2:15][C:16]1[CH:21]=[CH:20][CH:19]=[CH:18][CH:17]=1.C(N(CC)CC)C. (6) Given the product [ClH:24].[ClH:24].[NH2:17][C@@H:10]([C:11]1[CH:12]=[N:13][CH:14]=[CH:15][CH:16]=1)[CH2:9][OH:8], predict the reactants needed to synthesize it. The reactants are: [Si]([O:8][CH2:9][C@@H:10]([NH:17][S@](C(C)(C)C)=O)[C:11]1[CH:12]=[N:13][CH:14]=[CH:15][CH:16]=1)(C(C)(C)C)(C)C.[ClH:24]. (7) Given the product [CH3:20][N:21]([CH2:22][C:23]1[CH:32]=[CH:31][C:30]2[C:25](=[CH:26][CH:27]=[CH:28][CH:29]=2)[C:24]=1[CH2:33][CH2:34][CH3:35])[C:16](=[O:18])/[CH:15]=[CH:14]/[C:11]1[CH:12]=[N:13][C:7]2[NH:6][C:5](=[O:19])[CH2:4][N:3]([CH3:2])[CH2:9][C:8]=2[CH:10]=1, predict the reactants needed to synthesize it. The reactants are: Cl.[CH3:2][N:3]1[CH2:9][C:8]2[CH:10]=[C:11](/[CH:14]=[CH:15]/[C:16]([OH:18])=O)[CH:12]=[N:13][C:7]=2[NH:6][C:5](=[O:19])[CH2:4]1.[CH3:20][NH:21][CH2:22][C:23]1[CH:32]=[CH:31][C:30]2[C:25](=[CH:26][CH:27]=[CH:28][CH:29]=2)[C:24]=1[CH2:33][CH2:34][CH3:35].C(N(C(C)C)CC)(C)C.O.ON1C2C=CC=CC=2N=N1.Cl.CN(C)CCCN=C=NCC.